This data is from Forward reaction prediction with 1.9M reactions from USPTO patents (1976-2016). The task is: Predict the product of the given reaction. (1) Given the reactants [C:1]([O:5][C:6]([NH:8][CH:9]([C:13]1[CH:18]=[CH:17][CH:16]=[CH:15][CH:14]=1)[C:10]([OH:12])=O)=[O:7])([CH3:4])([CH3:3])[CH3:2].CN1CCOCC1.ClC(OCC(C)C)=O.[CH:34]([C:37]1[CH:43]=[CH:42][C:40]([NH2:41])=[CH:39][CH:38]=1)([CH3:36])[CH3:35], predict the reaction product. The product is: [CH:34]([C:37]1[CH:43]=[CH:42][C:40]([NH:41][C:10]([CH:9]([NH:8][C:6](=[O:7])[O:5][C:1]([CH3:2])([CH3:3])[CH3:4])[C:13]2[CH:18]=[CH:17][CH:16]=[CH:15][CH:14]=2)=[O:12])=[CH:39][CH:38]=1)([CH3:36])[CH3:35]. (2) Given the reactants FC(F)(F)S(O[C:7]1[C@@:11]2([CH3:28])[CH2:12][CH2:13][C@H:14]3[C@H:23]([C@@H:10]2[CH2:9][CH:8]=1)[CH2:22][CH:21]=[C:20]1[C@:15]3([CH3:27])[CH2:16][CH2:17][C:18](=[O:26])[N:19]1[CH2:24][CH3:25])(=O)=O.C([Sn](CCCC)(CCCC)[C:36]1[CH:41]=[CH:40][CH:39]=[CH:38][N:37]=1)CCC, predict the reaction product. The product is: [CH2:24]([N:19]1[C:20]2[C@@:15]([CH3:27])([C@H:14]3[CH2:13][CH2:12][C@@:11]4([CH3:28])[C@@H:10]([CH2:9][CH:8]=[C:7]4[C:36]4[CH:41]=[CH:40][CH:39]=[CH:38][N:37]=4)[C@@H:23]3[CH2:22][CH:21]=2)[CH2:16][CH2:17][C:18]1=[O:26])[CH3:25]. (3) Given the reactants [C:1]([C:3]1[CH:8]=[CH:7][C:6]([C:9]2[CH:10]=[N:11][N:12]([C:15]3[CH:23]=[CH:22][C:18]([C:19]([OH:21])=O)=[CH:17][N:16]=3)[C:13]=2[OH:14])=[CH:5][CH:4]=1)#[N:2].CCN(CC)CC.[NH2:31][CH2:32][CH2:33][CH2:34][N:35]([CH3:43])[C:36](=[O:42])[O:37][C:38]([CH3:41])([CH3:40])[CH3:39], predict the reaction product. The product is: [C:1]([C:3]1[CH:4]=[CH:5][C:6]([C:9]2[CH:10]=[N:11][N:12]([C:15]3[CH:23]=[CH:22][C:18]([C:19]([NH:31][CH2:32][CH2:33][CH2:34][N:35]([CH3:43])[C:36](=[O:42])[O:37][C:38]([CH3:39])([CH3:41])[CH3:40])=[O:21])=[CH:17][N:16]=3)[C:13]=2[OH:14])=[CH:7][CH:8]=1)#[N:2]. (4) Given the reactants [O:1]=[C:2]1[C:11]2[CH:12]=[CH:13][S:14][C:10]=2[C:9]2[CH:8]=[CH:7][C:6]([C:15]#[N:16])=[CH:5][C:4]=2[NH:3]1.[N-:17]=[N+:18]=[N-:19].[Na+].[Cl-].[NH4+].Cl, predict the reaction product. The product is: [NH:17]1[C:15]([C:6]2[CH:7]=[CH:8][C:9]3[C:10]4[S:14][CH:13]=[CH:12][C:11]=4[C:2](=[O:1])[NH:3][C:4]=3[CH:5]=2)=[N:16][N:19]=[N:18]1. (5) The product is: [Br:1][C:2]1[CH:17]=[CH:16][C:5]2[N:6]=[C:7]([CH2:9][CH:10]3[CH2:11][CH2:12][N:13]([C:19]4[N:24]=[CH:23][C:22]([CH2:25][CH2:26][CH3:27])=[CH:21][N:20]=4)[CH2:14][CH2:15]3)[S:8][C:4]=2[CH:3]=1. Given the reactants [Br:1][C:2]1[CH:17]=[CH:16][C:5]2[N:6]=[C:7]([CH2:9][CH:10]3[CH2:15][CH2:14][NH:13][CH2:12][CH2:11]3)[S:8][C:4]=2[CH:3]=1.Cl[C:19]1[N:24]=[CH:23][C:22]([CH2:25][CH2:26][CH3:27])=[CH:21][N:20]=1.C(=O)([O-])[O-].[K+].[K+], predict the reaction product. (6) Given the reactants [Br:1][C:2]1[CH:3]=[N:4][C:5]([NH:17][C:18]2[CH:23]=[CH:22][C:21]([O:24]C)=[C:20]([F:26])[CH:19]=2)=[C:6]([CH:16]=1)[C:7]([NH:9][C:10]1[CH:15]=[CH:14][CH:13]=[CH:12][CH:11]=1)=[O:8].Br, predict the reaction product. The product is: [Br:1][C:2]1[CH:3]=[N:4][C:5]([NH:17][C:18]2[CH:23]=[CH:22][C:21]([OH:24])=[C:20]([F:26])[CH:19]=2)=[C:6]([CH:16]=1)[C:7]([NH:9][C:10]1[CH:15]=[CH:14][CH:13]=[CH:12][CH:11]=1)=[O:8]. (7) Given the reactants [C:1]([C:5]1[O:9][N:8]=[C:7]([NH:10][C:11](=[O:22])[C:12]([CH3:21])([S:14][CH2:15][CH:16]2[CH2:20][CH2:19][NH:18][CH2:17]2)[CH3:13])[CH:6]=1)([CH3:4])([CH3:3])[CH3:2].C(N(CC)C(C)C)(C)C.[CH3:32][S:33](Cl)(=[O:35])=[O:34], predict the reaction product. The product is: [C:1]([C:5]1[O:9][N:8]=[C:7]([NH:10][C:11](=[O:22])[C:12]([SH:14]([CH2:15][CH:16]2[CH2:20][CH2:19][NH:18][CH2:17]2)[S:33]([CH3:32])(=[O:35])=[O:34])([CH3:13])[CH3:21])[CH:6]=1)([CH3:2])([CH3:3])[CH3:4]. (8) Given the reactants [N:1](=[C:3]([C:9]([CH3:11])=O)[C:4]([O:6][CH2:7][CH3:8])=[O:5])O.[F:12][C:13]([F:24])([F:23])[O:14][C:15]1[CH:22]=[CH:21][C:18]([CH2:19][NH2:20])=[CH:17][CH:16]=1, predict the reaction product. The product is: [CH2:7]([O:6][C:4]([C:3]1[N:1]=[C:19]([C:18]2[CH:21]=[CH:22][C:15]([O:14][C:13]([F:12])([F:23])[F:24])=[CH:16][CH:17]=2)[NH:20][C:9]=1[CH3:11])=[O:5])[CH3:8]. (9) Given the reactants [CH3:1][NH:2][C:3]([C:5]1[CH:10]=[CH:9][C:8](B(O)O)=[CH:7][CH:6]=1)=[O:4].[Cl:14][C:15]1[N:20]=[CH:19][C:18]([O:21][C:22]2[CH:27]=[CH:26][N:25]=[C:24]3[CH:28]=[C:29](I)[S:30][C:23]=23)=[CH:17][CH:16]=1.C(=O)([O-])[O-].[Cs+].[Cs+].C1(C)C=CC=CC=1, predict the reaction product. The product is: [Cl:14][C:15]1[N:20]=[CH:19][C:18]([O:21][C:22]2[CH:27]=[CH:26][N:25]=[C:24]3[CH:28]=[C:29]([C:8]4[CH:9]=[CH:10][C:5]([C:3]([NH:2][CH3:1])=[O:4])=[CH:6][CH:7]=4)[S:30][C:23]=23)=[CH:17][CH:16]=1.